This data is from Full USPTO retrosynthesis dataset with 1.9M reactions from patents (1976-2016). The task is: Predict the reactants needed to synthesize the given product. (1) Given the product [Br:21][C:6]1[CH:5]=[C:4]2[C:9](=[CH:8][CH:7]=1)[NH:1][C:2](=[O:15])[C:3]12[CH2:14][CH2:13][CH2:12][CH2:11][CH2:10]1, predict the reactants needed to synthesize it. The reactants are: [NH:1]1[C:9]2[C:4](=[CH:5][CH:6]=[CH:7][CH:8]=2)[C:3]2([CH2:14][CH2:13][CH2:12][CH2:11][CH2:10]2)[C:2]1=[O:15].C([O-])(=O)C.[Na+].[Br:21]Br. (2) The reactants are: [Cl:1][C:2]1[CH:3]=[CH:4][C:5]([OH:11])=[C:6]([CH:10]=1)[C:7]([OH:9])=[O:8].[Br:12]N1C(=O)CCC1=O. Given the product [Br:12][C:4]1[C:5]([OH:11])=[C:6]([CH:10]=[C:2]([Cl:1])[CH:3]=1)[C:7]([OH:9])=[O:8], predict the reactants needed to synthesize it. (3) Given the product [NH:26]1[C:27]2[C:23](=[CH:22][C:21]([NH:20][C:14]3[C:13]([C:16]#[N:17])=[CH:12][N+:11]([O-:18])=[C:10]4[S:19][C:7]([C:1]5[CH:6]=[CH:5][CH:4]=[CH:3][CH:2]=5)=[CH:8][C:9]=34)=[CH:29][CH:28]=2)[CH:24]=[CH:25]1, predict the reactants needed to synthesize it. The reactants are: [C:1]1([C:7]2[S:19][C:10]3=[N+:11]([O-:18])[CH:12]=[C:13]([C:16]#[N:17])[C:14](Cl)=[C:9]3[CH:8]=2)[CH:6]=[CH:5][CH:4]=[CH:3][CH:2]=1.[NH2:20][C:21]1[CH:22]=[C:23]2[C:27](=[CH:28][CH:29]=1)[NH:26][CH:25]=[CH:24]2. (4) Given the product [CH2:1]([O:8][C@H:9]1[C@H:14]([O:15][CH2:16][C:17]2[CH:22]=[CH:21][CH:20]=[CH:19][CH:18]=2)[C@@H:13]([O:23][CH2:24][C:25]2[CH:30]=[CH:29][CH:28]=[CH:27][CH:26]=2)[C@H:12]([C:31]2[CH:36]=[CH:35][C:34]([Cl:37])=[C:33]([CH2:38][C:54]3[CH:53]=[C:52]4[C:57](=[CH:56][CH:55]=3)[CH2:49][CH2:50][CH2:51]4)[CH:32]=2)[O:11][C@@H:10]1[CH2:40][O:41][CH2:42][C:43]1[CH:48]=[CH:47][CH:46]=[CH:45][CH:44]=1)[C:2]1[CH:7]=[CH:6][CH:5]=[CH:4][CH:3]=1, predict the reactants needed to synthesize it. The reactants are: [CH2:1]([O:8][C@H:9]1[C@H:14]([O:15][CH2:16][C:17]2[CH:22]=[CH:21][CH:20]=[CH:19][CH:18]=2)[C@@H:13]([O:23][CH2:24][C:25]2[CH:30]=[CH:29][CH:28]=[CH:27][CH:26]=2)[C@H:12]([C:31]2[CH:36]=[CH:35][C:34]([Cl:37])=[C:33]([CH2:38]Br)[CH:32]=2)[O:11][C@@H:10]1[CH2:40][O:41][CH2:42][C:43]1[CH:48]=[CH:47][CH:46]=[CH:45][CH:44]=1)[C:2]1[CH:7]=[CH:6][CH:5]=[CH:4][CH:3]=1.[CH2:49]1[C:57]2[C:52](=[CH:53][C:54](B3OC(C)(C)C(C)(C)O3)=[CH:55][CH:56]=2)[CH2:51][CH2:50]1.C([O-])([O-])=O.[Cs+].[Cs+]. (5) Given the product [F:37][C:30]1[CH:29]=[C:28]([F:38])[C:27]([C:2]#[C:1][C:3]2[N:7]3[CH:8]=[C:9]([C:16]4[CH:21]=[CH:20][C:19]([C:22]([F:25])([F:24])[F:23])=[CH:18][CH:17]=4)[CH:10]=[C:11]([C:12]([F:14])([F:13])[F:15])[C:6]3=[N:5][CH:4]=2)=[CH:32][C:31]=1[S:33]([NH2:36])(=[O:34])=[O:35], predict the reactants needed to synthesize it. The reactants are: [C:1]([C:3]1[N:7]2[CH:8]=[C:9]([C:16]3[CH:21]=[CH:20][C:19]([C:22]([F:25])([F:24])[F:23])=[CH:18][CH:17]=3)[CH:10]=[C:11]([C:12]([F:15])([F:14])[F:13])[C:6]2=[N:5][CH:4]=1)#[CH:2].Br[C:27]1[C:28]([F:38])=[CH:29][C:30]([F:37])=[C:31]([S:33]([NH2:36])(=[O:35])=[O:34])[CH:32]=1. (6) Given the product [C:10]12([C:14]([O:16][CH2:17][CH3:18])=[O:15])[CH2:11][CH:12]1[CH2:13][N:8]([C:38]([O:40][C:41]([CH3:42])([CH3:43])[CH3:44])=[O:39])[CH2:9]2, predict the reactants needed to synthesize it. The reactants are: C([N:8]1[CH2:13][CH:12]2[C:10]([C:14]([O:16][CH2:17][CH3:18])=[O:15])([CH2:11]2)[CH2:9]1)C1C=CC=CC=1.C([O-])=O.[NH4+].C(N(CC)CC)C.[C:38](O[C:38]([O:40][C:41]([CH3:44])([CH3:43])[CH3:42])=[O:39])([O:40][C:41]([CH3:44])([CH3:43])[CH3:42])=[O:39]. (7) Given the product [Si:1]([O:8][C:9]([CH3:33])([CH3:32])[C@H:10]([N:20]1[C:21]2[C:30]3[CH:29]=[CH:28][CH:27]=[CH:26][C:25]=3[N:24]=[CH:23][C:22]=2[N:31]=[C:37]1[CH2:36][Cl:35])[CH2:11][O:12][Si:13]([C:16]([CH3:19])([CH3:18])[CH3:17])([CH3:15])[CH3:14])([C:4]([CH3:5])([CH3:6])[CH3:7])([CH3:3])[CH3:2], predict the reactants needed to synthesize it. The reactants are: [Si:1]([O:8][C:9]([CH3:33])([CH3:32])[C@H:10]([NH:20][C:21]1[C:30]2[C:25](=[CH:26][CH:27]=[CH:28][CH:29]=2)[N:24]=[CH:23][C:22]=1[NH2:31])[CH2:11][O:12][Si:13]([C:16]([CH3:19])([CH3:18])[CH3:17])([CH3:15])[CH3:14])([C:4]([CH3:7])([CH3:6])[CH3:5])([CH3:3])[CH3:2].Cl.[Cl:35][CH2:36][C:37](=N)OCC.